Dataset: Peptide-MHC class I binding affinity with 185,985 pairs from IEDB/IMGT. Task: Regression. Given a peptide amino acid sequence and an MHC pseudo amino acid sequence, predict their binding affinity value. This is MHC class I binding data. The peptide sequence is VTDYVHEGV. The MHC is HLA-A02:01 with pseudo-sequence HLA-A02:01. The binding affinity (normalized) is 0.610.